Dataset: NCI-60 drug combinations with 297,098 pairs across 59 cell lines. Task: Regression. Given two drug SMILES strings and cell line genomic features, predict the synergy score measuring deviation from expected non-interaction effect. (1) Drug 1: C1=CC(=C2C(=C1NCCNCCO)C(=O)C3=C(C=CC(=C3C2=O)O)O)NCCNCCO. Drug 2: C1=CC=C(C=C1)NC(=O)CCCCCCC(=O)NO. Cell line: SK-MEL-2. Synergy scores: CSS=45.8, Synergy_ZIP=-8.93, Synergy_Bliss=-7.18, Synergy_Loewe=-11.1, Synergy_HSA=-3.84. (2) Drug 1: CC1=CC=C(C=C1)C2=CC(=NN2C3=CC=C(C=C3)S(=O)(=O)N)C(F)(F)F. Drug 2: CCN(CC)CCCC(C)NC1=C2C=C(C=CC2=NC3=C1C=CC(=C3)Cl)OC. Cell line: SK-MEL-5. Synergy scores: CSS=-0.432, Synergy_ZIP=2.29, Synergy_Bliss=3.91, Synergy_Loewe=-4.67, Synergy_HSA=-0.651. (3) Drug 1: C1=NC2=C(N=C(N=C2N1C3C(C(C(O3)CO)O)F)Cl)N. Drug 2: C1C(C(OC1N2C=NC3=C2NC=NCC3O)CO)O. Cell line: LOX IMVI. Synergy scores: CSS=-1.89, Synergy_ZIP=3.77, Synergy_Bliss=1.64, Synergy_Loewe=-0.00366, Synergy_HSA=-2.52. (4) Drug 1: CN1C(=O)N2C=NC(=C2N=N1)C(=O)N. Drug 2: C(CC(=O)O)C(=O)CN.Cl. Cell line: CCRF-CEM. Synergy scores: CSS=18.9, Synergy_ZIP=2.84, Synergy_Bliss=1.73, Synergy_Loewe=-12.4, Synergy_HSA=-3.61.